Dataset: Full USPTO retrosynthesis dataset with 1.9M reactions from patents (1976-2016). Task: Predict the reactants needed to synthesize the given product. (1) Given the product [CH:8]([N:11]1[C:15]([C:16]2[N:17]=[C:18]3[C:24]4[CH:25]=[CH:26][C:27]([N:29]5[CH2:33][CH2:32][CH2:31][C@H:30]5[C:34]([OH:36])=[O:35])=[CH:28][C:23]=4[O:22][CH2:21][CH2:20][N:19]3[CH:41]=2)=[N:14][CH:13]=[N:12]1)([CH3:10])[CH3:9], predict the reactants needed to synthesize it. The reactants are: FC(F)(F)C(O)=O.[CH:8]([N:11]1[C:15]([C:16]2[N:17]=[C:18]3[C:24]4[CH:25]=[CH:26][C:27]([N:29]5[CH2:33][CH2:32][CH2:31][C@H:30]5[C:34]([O:36]C(C)(C)C)=[O:35])=[CH:28][C:23]=4[O:22][CH2:21][CH2:20][N:19]3[CH:41]=2)=[N:14][CH:13]=[N:12]1)([CH3:10])[CH3:9].C([SiH](CC)CC)C. (2) Given the product [Cl:1][C:2]1[CH:7]=[CH:6][C:5]([NH:8][CH2:9][C:10]2[CH:11]=[N:12][CH:13]=[CH:14][CH:15]=2)=[CH:4][C:3]=1[C:16]1[CH:21]=[CH:20][N:19]=[C:18]2[NH:22][C:23]([C:25]3[CH2:26][NH:27][CH2:28][CH:29]=3)=[CH:24][C:17]=12, predict the reactants needed to synthesize it. The reactants are: [Cl:1][C:2]1[CH:7]=[CH:6][C:5]([NH:8][CH2:9][C:10]2[CH:11]=[N:12][CH:13]=[CH:14][CH:15]=2)=[CH:4][C:3]=1[C:16]1[CH:21]=[CH:20][N:19]=[C:18]2[NH:22][C:23]([C:25]3[CH2:26][N:27](C(OC(C)(C)C)=O)[CH2:28][CH:29]=3)=[CH:24][C:17]=12.FC(F)(F)C(O)=O. (3) Given the product [Br:1][C:2]1[CH:3]=[C:4]2[C:9](=[CH:10][CH:11]=1)[N:8]=[C:7]([C:12]([O:14][CH3:15])=[O:13])[CH:6]=[CH:5]2, predict the reactants needed to synthesize it. The reactants are: [Br:1][C:2]1[CH:3]=[C:4]2[C:9](=[CH:10][CH:11]=1)[N:8]=[C:7]([C:12]([OH:14])=[O:13])[CH:6]=[CH:5]2.[CH3:15]O. (4) Given the product [Cl:10][C:11]1[C:12]([F:37])=[C:13]([CH:34]=[CH:35][CH:36]=1)[NH:14][C:15]1[C:24]2[C:19](=[CH:20][C:21]([O:32][CH3:33])=[C:22]([O:25][CH:26]3[CH2:31][CH2:30][CH2:29][N:28]([CH2:2][C:3](=[O:4])[N:5]([CH3:7])[CH3:6])[CH2:27]3)[CH:23]=2)[N:18]=[CH:17][N:16]=1, predict the reactants needed to synthesize it. The reactants are: Cl[CH2:2][C:3]([N:5]([CH3:7])[CH3:6])=[O:4].Cl.Cl.[Cl:10][C:11]1[C:12]([F:37])=[C:13]([CH:34]=[CH:35][CH:36]=1)[NH:14][C:15]1[C:24]2[C:19](=[CH:20][C:21]([O:32][CH3:33])=[C:22]([O:25][CH:26]3[CH2:31][CH2:30][CH2:29][NH:28][CH2:27]3)[CH:23]=2)[N:18]=[CH:17][N:16]=1.C(=O)([O-])[O-].[K+].[K+]. (5) The reactants are: Cl.Cl.Cl.[S:4]1[C:8]2[CH:9]=[C:10]([NH:13][C:14]3[C:15]4[CH:22]=[C:21]([C:23]5[CH2:24][CH2:25][NH:26][CH2:27][CH:28]=5)[NH:20][C:16]=4[N:17]=[CH:18][N:19]=3)[CH:11]=[CH:12][C:7]=2[N:6]=[CH:5]1.C(N(CC)C(C)C)(C)C.[CH3:38][S:39](O[S:39]([CH3:38])(=[O:41])=[O:40])(=[O:41])=[O:40]. Given the product [S:4]1[C:8]2[CH:9]=[C:10]([NH:13][C:14]3[C:15]4[CH:22]=[C:21]([C:23]5[CH2:24][CH2:25][N:26]([S:39]([CH3:38])(=[O:41])=[O:40])[CH2:27][CH:28]=5)[NH:20][C:16]=4[N:17]=[CH:18][N:19]=3)[CH:11]=[CH:12][C:7]=2[N:6]=[CH:5]1, predict the reactants needed to synthesize it. (6) Given the product [C:1]([O:5][C:6]([NH:8][C@@H:9]([CH2:24][CH:25]1[CH2:26][CH2:27][CH2:28][CH2:29][CH2:30]1)[C@@H:10]([O:13][Si:14]([CH:15]([CH3:16])[CH3:17])([CH:18]([CH3:19])[CH3:20])[CH:21]([CH3:22])[CH3:23])[CH2:11][OH:12])=[O:7])([CH3:2])([CH3:3])[CH3:4], predict the reactants needed to synthesize it. The reactants are: [C:1]([O:5][C:6]([NH:8][C@@H:9]([CH2:24][C:25]1[CH:30]=[CH:29][CH:28]=[CH:27][CH:26]=1)[C@@H:10]([O:13][Si:14]([CH:21]([CH3:23])[CH3:22])([CH:18]([CH3:20])[CH3:19])[CH:15]([CH3:17])[CH3:16])[CH2:11][OH:12])=[O:7])([CH3:4])([CH3:3])[CH3:2].